Dataset: Forward reaction prediction with 1.9M reactions from USPTO patents (1976-2016). Task: Predict the product of the given reaction. (1) Given the reactants [CH3:1][NH2:2].O.F[C:5]1[CH:13]=[CH:12][C:8]([C:9]([OH:11])=[O:10])=[CH:7][C:6]=1[N+:14]([O-:16])=[O:15], predict the reaction product. The product is: [CH3:1][NH:2][C:5]1[CH:13]=[CH:12][C:8]([C:9]([OH:11])=[O:10])=[CH:7][C:6]=1[N+:14]([O-:16])=[O:15]. (2) Given the reactants [C:1]([O:5][C:6](=[O:21])[NH:7][CH2:8][CH2:9][C:10]#[C:11][C:12]1[CH:17]=[CH:16][C:15]([N+:18]([O-])=O)=[CH:14][CH:13]=1)([CH3:4])([CH3:3])[CH3:2], predict the reaction product. The product is: [C:1]([O:5][C:6](=[O:21])[NH:7][CH2:8][CH2:9][CH2:10][CH2:11][C:12]1[CH:13]=[CH:14][C:15]([NH2:18])=[CH:16][CH:17]=1)([CH3:4])([CH3:2])[CH3:3].